Task: Predict which catalyst facilitates the given reaction.. Dataset: Catalyst prediction with 721,799 reactions and 888 catalyst types from USPTO (1) Reactant: [CH2:1]([O:8][C:9]1[C:10]([O:42][CH3:43])=[CH:11][C:12]([C:38]([CH3:41])([CH3:40])[CH3:39])=[C:13](/[CH:15]=[CH:16]/[C:17]([NH:19][CH2:20][CH2:21][C:22]2[CH:27]=[CH:26][C:25]([O:28][CH3:29])=[C:24]([O:30][CH2:31][C:32]3[CH:37]=[CH:36][CH:35]=[CH:34][CH:33]=3)[CH:23]=2)=O)[CH:14]=1)[C:2]1[CH:7]=[CH:6][CH:5]=[CH:4][CH:3]=1.O=P(Cl)(Cl)Cl.[BH4-].[Na+]. Product: [CH2:31]([O:30][C:24]1[CH:23]=[C:22]2[C:27](=[CH:26][C:25]=1[O:28][CH3:29])[CH:17](/[CH:16]=[CH:15]/[C:13]1[CH:14]=[C:9]([O:8][CH2:1][C:2]3[CH:7]=[CH:6][CH:5]=[CH:4][CH:3]=3)[C:10]([O:42][CH3:43])=[CH:11][C:12]=1[C:38]([CH3:41])([CH3:40])[CH3:39])[NH:19][CH2:20][CH2:21]2)[C:32]1[CH:33]=[CH:34][CH:35]=[CH:36][CH:37]=1. The catalyst class is: 10. (2) Reactant: C([O:4][C@@H:5]1[C@@H:31]([O:32]C(=O)C)[C@H:30]([O:36]C(=O)C)[C@@H:29]([CH2:40][O:41]C(=O)C)[O:28][C@H:6]1[O:7][C:8]1[CH:13]=[CH:12][CH:11]=[CH:10][C:9]=1[CH2:14][C:15]1[CH:20]=[CH:19][C:18](/[CH:21]=[CH:22]/[C:23]([O:25][CH2:26][CH3:27])=[O:24])=[CH:17][CH:16]=1)(=O)C.C[O-].[Na+]. Product: [O:7]([C:8]1[CH:13]=[CH:12][CH:11]=[CH:10][C:9]=1[CH2:14][C:15]1[CH:16]=[CH:17][C:18](/[CH:21]=[CH:22]/[C:23]([O:25][CH2:26][CH3:27])=[O:24])=[CH:19][CH:20]=1)[C@@H:6]1[O:28][C@H:29]([CH2:40][OH:41])[C@@H:30]([OH:36])[C@H:31]([OH:32])[C@H:5]1[OH:4]. The catalyst class is: 5. (3) Product: [C:1]([N:4]1[C:13]2[C:8](=[CH:9][C:10]([C:14]3[N:15]=[N:16][N:17]([CH2:19][CH2:20][OH:21])[CH:18]=3)=[CH:11][CH:12]=2)[C@H:7]([NH2:29])[CH2:6][C@@H:5]1[CH3:37])(=[O:3])[CH3:2]. Reactant: [C:1]([N:4]1[C:13]2[C:8](=[CH:9][C:10]([C:14]3[N:15]=[N:16][N:17]([CH2:19][CH2:20][O:21][Si](C(C)(C)C)(C)C)[CH:18]=3)=[CH:11][CH:12]=2)[C@H:7]([NH:29]C(=O)OC(C)(C)C)[CH2:6][C@@H:5]1[CH3:37])(=[O:3])[CH3:2].FC(F)(F)C(O)=O. The catalyst class is: 4. (4) Reactant: [CH:1]12[CH:9]([C:10]3[CH:23]=[CH:22][C:13]([O:14][CH2:15][C@H:16]4[O:20][C:19]([NH2:21])=[N:18][CH2:17]4)=[CH:12][CH:11]=3)[CH:5]([CH2:6][CH2:7][CH2:8]1)[CH2:4][CH2:3][CH2:2]2.C([O:26][C:27](=O)[C:28]#[C:29][CH3:30])C. Product: [CH:1]12[CH:9]([C:10]3[CH:23]=[CH:22][C:13]([O:14][CH2:15][C@H:16]4[O:20][C:19]5=[N:21][C:27](=[O:26])[CH:28]=[C:29]([CH3:30])[N:18]5[CH2:17]4)=[CH:12][CH:11]=3)[CH:5]([CH2:4][CH2:3][CH2:2]1)[CH2:6][CH2:7][CH2:8]2. The catalyst class is: 22. (5) Reactant: [CH2:1]([NH:3][CH2:4][CH2:5][NH:6][CH2:7][CH3:8])[CH3:2].[ClH:9]. Product: [ClH:9].[ClH:9].[CH2:1]([NH:3][CH2:4][CH2:5][NH:6][CH2:7][CH3:8])[CH3:2]. The catalyst class is: 8. (6) Reactant: [O:1]=[S:2]1(=[O:8])[CH2:7][CH2:6][CH2:5][CH2:4][NH:3]1.[H-].[Na+].F[C:12]1[CH:19]=[C:18]([F:20])[CH:17]=[CH:16][C:13]=1[C:14]#[N:15]. Product: [F:20][C:18]1[CH:19]=[CH:12][C:13]([C:14]#[N:15])=[C:16]([N:3]2[CH2:4][CH2:5][CH2:6][CH2:7][S:2]2(=[O:8])=[O:1])[CH:17]=1. The catalyst class is: 198. (7) Reactant: [CH2:1]([O:8]C1C(OC)=CC(C(Cl)=O)=CC=1OC)[C:2]1[CH:7]=[CH:6][CH:5]=[CH:4][CH:3]=1.C([N:24]1CCC[C@H]1CN)C.C(=O)([O-])[O-].[Na+].[Na+].C(Cl)(=O)C1C=CC=CC=1.C1(S(O)(=O)=O)C=CC=CC=1. Product: [C:1]([NH2:24])(=[O:8])[C:2]1[CH:7]=[CH:6][CH:5]=[CH:4][CH:3]=1. The catalyst class is: 133. (8) Reactant: [Br:1][C:2]1[C:7]([F:8])=[C:6]([N+:9]([O-])=O)[CH:5]=[CH:4][C:3]=1[F:12].Cl.O.O.Cl[Sn]Cl.[OH-].[Na+]. Product: [Br:1][C:2]1[C:7]([F:8])=[C:6]([CH:5]=[CH:4][C:3]=1[F:12])[NH2:9]. The catalyst class is: 27.